This data is from Catalyst prediction with 721,799 reactions and 888 catalyst types from USPTO. The task is: Predict which catalyst facilitates the given reaction. (1) Reactant: [CH:1]([O:4][C:5]1[C:12]([O:13][CH3:14])=[CH:11][C:8]([CH:9]=O)=[C:7]([N+:15]([O-:17])=[O:16])[CH:6]=1)([CH3:3])[CH3:2].C1(P(=[CH:37][C:38]([O:40][CH3:41])=[O:39])(C2C=CC=CC=2)C2C=CC=CC=2)C=CC=CC=1. Product: [CH:1]([O:4][C:5]1[C:12]([O:13][CH3:14])=[CH:11][C:8](/[CH:9]=[CH:37]/[C:38]([O:40][CH3:41])=[O:39])=[C:7]([N+:15]([O-:17])=[O:16])[CH:6]=1)([CH3:3])[CH3:2]. The catalyst class is: 11. (2) Reactant: [CH2:1]([CH:8]([N:16]1[C:38](=[O:39])[C:35]2[C:36]3[C:37]4[C:32](=[CH:33][CH:34]=2)[C:31]2[C:40]5[C:27]([C:28](Br)=[CH:29][CH:30]=2)=[CH:26][CH:25]=[CH:24][C:23]=5[C:22]=4[CH:21]=[CH:20][C:19]=3[C:17]1=[O:18])[CH2:9][CH2:10][CH2:11][CH2:12][CH2:13][CH2:14][CH3:15])[CH2:2][CH2:3][CH2:4][CH2:5][CH2:6][CH3:7].[B:42]1([B:42]2[O:46][C:45]([CH3:48])([CH3:47])[C:44]([CH3:50])([CH3:49])[O:43]2)[O:46][C:45]([CH3:48])([CH3:47])[C:44]([CH3:50])([CH3:49])[O:43]1.C([O-])(=O)C.[K+].[Cl-]. Product: [CH2:1]([CH:8]([N:16]1[C:38](=[O:39])[C:35]2[C:36]3[C:37]4[C:32](=[CH:33][CH:34]=2)[C:31]2[C:40]5[C:27]([C:28]([B:42]6[O:46][C:45]([CH3:48])([CH3:47])[C:44]([CH3:50])([CH3:49])[O:43]6)=[CH:29][CH:30]=2)=[CH:26][CH:25]=[CH:24][C:23]=5[C:22]=4[CH:21]=[CH:20][C:19]=3[C:17]1=[O:18])[CH2:9][CH2:10][CH2:11][CH2:12][CH2:13][CH2:14][CH3:15])[CH2:2][CH2:3][CH2:4][CH2:5][CH2:6][CH3:7]. The catalyst class is: 12. (3) Reactant: [CH2:1]([O:3][C:4]([CH:6]1[CH2:11][CH2:10][N:9]([CH2:12][CH2:13][C:14]#[N:15])[CH2:8][CH2:7]1)=[O:5])[CH3:2].C(O)C.Cl.[F:20][C:21]1[C:22](N)=[C:23]([NH2:27])[CH:24]=[CH:25][CH:26]=1.C(=O)(O)[O-].[Na+]. Product: [CH2:1]([O:3][C:4]([CH:6]1[CH2:7][CH2:8][N:9]([CH2:12][CH2:13][C:14]2[NH:27][C:23]3[CH:24]=[CH:25][CH:26]=[C:21]([F:20])[C:22]=3[N:15]=2)[CH2:10][CH2:11]1)=[O:5])[CH3:2]. The catalyst class is: 22. (4) Reactant: [CH2:1]([O:3][CH:4]([O:21][CH2:22][CH3:23])[C:5]1[O:13][C:12]2[C:11]([C:14]3[CH:15]=[C:16]([OH:20])[CH:17]=[CH:18][CH:19]=3)=[CH:10][N:9]=[CH:8][C:7]=2[CH:6]=1)[CH3:2].[H-].[Na+].F[C:27]1[CH:34]=[CH:33][CH:32]=[CH:31][C:28]=1[C:29]#[N:30]. Product: [CH2:22]([O:21][CH:4]([O:3][CH2:1][CH3:2])[C:5]1[O:13][C:12]2[C:11]([C:14]3[CH:15]=[C:16]([CH:17]=[CH:18][CH:19]=3)[O:20][C:27]3[CH:34]=[CH:33][CH:32]=[CH:31][C:28]=3[C:29]#[N:30])=[CH:10][N:9]=[CH:8][C:7]=2[CH:6]=1)[CH3:23]. The catalyst class is: 7.